Dataset: Forward reaction prediction with 1.9M reactions from USPTO patents (1976-2016). Task: Predict the product of the given reaction. (1) The product is: [C:19]([O:23][C:24]([N:26]1[CH2:27][CH2:28][C:29]2([O:34][CH2:33][CH2:32][N:31]([CH2:11][C:9]3[S:10][C:5]4[C:4]([N:13]5[CH2:18][CH2:17][O:16][CH2:15][CH2:14]5)=[N:3][C:2]([Cl:1])=[N:7][C:6]=4[CH:8]=3)[CH2:30]2)[CH2:35][CH2:36]1)=[O:25])([CH3:22])([CH3:20])[CH3:21]. Given the reactants [Cl:1][C:2]1[N:3]=[C:4]([N:13]2[CH2:18][CH2:17][O:16][CH2:15][CH2:14]2)[C:5]2[S:10][C:9]([CH:11]=O)=[CH:8][C:6]=2[N:7]=1.[C:19]([O:23][C:24]([N:26]1[CH2:36][CH2:35][C:29]2([O:34][CH2:33][CH2:32][NH:31][CH2:30]2)[CH2:28][CH2:27]1)=[O:25])([CH3:22])([CH3:21])[CH3:20].C(O[BH-](OC(=O)C)OC(=O)C)(=O)C.[Na+], predict the reaction product. (2) The product is: [Cl:17][C:18]1[C:19]([C:9]2[CH:14]=[CH:13][N:12]=[CH:11][C:10]=2[Cl:15])=[CH:20][C:21]([N+:25]([O-:27])=[O:26])=[C:22]([NH2:24])[N:23]=1. Given the reactants CC1(C)C(C)(C)OB([C:9]2[CH:14]=[CH:13][N:12]=[CH:11][C:10]=2[Cl:15])O1.[Cl:17][C:18]1[N:23]=[C:22]([NH2:24])[C:21]([N+:25]([O-:27])=[O:26])=[CH:20][C:19]=1I, predict the reaction product. (3) Given the reactants [Cl:1][C:2]1[C:3]([CH3:25])=[N:4][O:5][C:6]=1[NH:7][S:8]([C:11]1[CH:15]=[CH:14][S:13][C:12]=1[C:16]([NH:18][C:19]1SC(C)=NN=1)=[O:17])(=[O:10])=[O:9].[CH3:26][O:27][C:28]1[CH:34]=[CH:33][C:31](N)=[C:30](C)[CH:29]=1, predict the reaction product. The product is: [Cl:1][C:2]1[C:3]([CH3:25])=[N:4][O:5][C:6]=1[NH:7][S:8]([C:11]1[CH:15]=[CH:14][S:13][C:12]=1[C:16]([NH:18][C:19]1[CH:33]=[CH:34][C:28]([O:27][CH3:26])=[CH:29][C:30]=1[CH3:31])=[O:17])(=[O:9])=[O:10]. (4) Given the reactants [N:1]1[C:2]([C:10]([OH:12])=[O:11])=[CH:3][N:4]2[CH:9]=[CH:8][CH:7]=[CH:6][C:5]=12, predict the reaction product. The product is: [N:1]1[C:2]([C:10]([OH:12])=[O:11])=[CH:3][N:4]2[CH2:9][CH2:8][CH2:7][CH2:6][C:5]=12. (5) Given the reactants [Cl:1][C:2]1[CH:3]=[CH:4][C:5]([CH2:8][NH:9][C:10](=O)[CH2:11][CH2:12][C:13]([F:19])([F:18])[C:14]([F:17])([F:16])[F:15])=[N:6][CH:7]=1.P(Cl)(Cl)(Cl)=O, predict the reaction product. The product is: [Cl:1][C:2]1[CH:3]=[CH:4][C:5]2[N:6]([C:10]([CH2:11][CH2:12][C:13]([F:19])([F:18])[C:14]([F:17])([F:16])[F:15])=[N:9][CH:8]=2)[CH:7]=1. (6) Given the reactants [Cl:1][C:2]1[CH:10]=[C:9]2[C:5]([C:6]([C:20]#[N:21])=[C:7]([C:12]3[CH:13]=[N:14][CH:15]=[C:16]([CH:18]=O)[CH:17]=3)[N:8]2[CH3:11])=[CH:4][CH:3]=1.[C:22]([O:26][C:27]([N:29]1[CH2:33][CH2:32][C@@H:31]([NH2:34])[CH2:30]1)=[O:28])([CH3:25])([CH3:24])[CH3:23], predict the reaction product. The product is: [C:22]([O:26][C:27]([N:29]1[CH2:33][CH2:32][C@@H:31]([NH:34][CH2:18][C:16]2[CH:15]=[N:14][CH:13]=[C:12]([C:7]3[N:8]([CH3:11])[C:9]4[C:5]([C:6]=3[C:20]#[N:21])=[CH:4][CH:3]=[C:2]([Cl:1])[CH:10]=4)[CH:17]=2)[CH2:30]1)=[O:28])([CH3:25])([CH3:23])[CH3:24]. (7) The product is: [Cl:1][C:2]1[C:7]([C:8]2[CH:13]=[CH:12][CH:11]=[CH:10][CH:9]=2)=[N:6][N:5]=[C:4]2[N:14]([CH3:24])[N:15]=[C:16]([C:17]3[CH:22]=[CH:21][C:20]([CH3:25])=[CH:19][CH:18]=3)[C:3]=12. Given the reactants [Cl:1][C:2]1[C:7]([C:8]2[CH:13]=[CH:12][CH:11]=[CH:10][CH:9]=2)=[N:6][N:5]=[C:4]2[N:14]([CH3:24])[N:15]=[C:16]([C:17]3[CH:18]=[C:19](C)[CH:20]=[CH:21][CH:22]=3)[C:3]=12.[CH3:25]C1C=CC(C=O)=CC=1, predict the reaction product. (8) The product is: [CH2:1]1[O:9][C:8]2[CH:7]=[CH:6][C:5]([CH:10]([OH:18])[CH3:11])=[CH:4][C:3]=2[O:2]1. Given the reactants [CH2:1]1[O:9][C:8]2[CH:7]=[CH:6][C:5]([CH2:10][C:11](O)=O)=[CH:4][C:3]=2[O:2]1.B.C1C[O:18]CC1, predict the reaction product. (9) Given the reactants [CH:1]1([O:5][C:6]2[N:11]=[CH:10][C:9]([NH2:12])=[CH:8][CH:7]=2)[CH2:4][CH2:3][CH2:2]1.C([O-])([O-])=O.[Ca+2].Cl[C:19]([O:21][C:22]1[CH:27]=[CH:26][C:25]([N+:28]([O-:30])=[O:29])=[CH:24][CH:23]=1)=[O:20].C(Cl)Cl.CO, predict the reaction product. The product is: [N+:28]([C:25]1[CH:24]=[CH:23][C:22]([O:21][C:19](=[O:20])[NH:12][C:9]2[CH:10]=[N:11][C:6]([O:5][CH:1]3[CH2:2][CH2:3][CH2:4]3)=[CH:7][CH:8]=2)=[CH:27][CH:26]=1)([O-:30])=[O:29]. (10) Given the reactants [NH2:1][C:2]1[N:3]=[CH:4][C:5]([C:8]([O:10][CH3:11])=[O:9])=[N:6][CH:7]=1.N1C=CC=CC=1.Cl[C:19]([O:21][CH2:22][CH:23]=[CH2:24])=[O:20].O, predict the reaction product. The product is: [CH2:22]([O:21][C:19]([NH:1][C:2]1[N:3]=[CH:4][C:5]([C:8]([O:10][CH3:11])=[O:9])=[N:6][CH:7]=1)=[O:20])[CH:23]=[CH2:24].